The task is: Predict the reactants needed to synthesize the given product.. This data is from Full USPTO retrosynthesis dataset with 1.9M reactions from patents (1976-2016). Given the product [Cl:1][C:2]1[CH:11]=[C:10]([C:12](=[O:14])[CH3:13])[C:9]([N:15]2[CH2:16][CH2:17][N:18]([C:28]([C:23]3[CH:24]=[CH:25][CH:26]=[CH:27][N:22]=3)=[O:29])[CH2:19][CH2:20]2)=[C:8]2[C:3]=1[CH:4]=[CH:5][CH:6]=[N:7]2, predict the reactants needed to synthesize it. The reactants are: [Cl:1][C:2]1[CH:11]=[C:10]([C:12](=[O:14])[CH3:13])[C:9]([N:15]2[CH2:20][CH2:19][NH:18][CH2:17][CH2:16]2)=[C:8]2[C:3]=1[CH:4]=[CH:5][CH:6]=[N:7]2.Cl.[N:22]1[CH:27]=[CH:26][CH:25]=[CH:24][C:23]=1[C:28](Cl)=[O:29].C(N(CC)CC)C.